Predict the reaction yield, written as a fraction of the theoretical maximum amount of product (1.0 means a 100% yield; for example, 0.34 means a 34% yield). From a dataset of Reaction yield outcomes from USPTO patents with 853,638 reactions. The reactants are [O:1]=[C:2]1[NH:10]/[C:9](=[N:11]\[NH:12][C:13](=O)[CH2:14][CH2:15][CH2:16][C:17]2[O:21][N:20]=[C:19]([C:22]3[CH:27]=[CH:26][CH:25]=[CH:24][CH:23]=3)[N:18]=2)/[N:8]([CH2:29][CH2:30][CH2:31][CH2:32][CH3:33])[C:7]2[N:6]=[CH:5][NH:4][C:3]1=2. The catalyst is C1(C)C=CC=CC=1. The product is [CH2:29]([N:8]1[C:7]2[N:6]=[CH:5][NH:4][C:3]=2[C:2](=[O:1])[N:10]2[C:13]([CH2:14][CH2:15][CH2:16][C:17]3[O:21][N:20]=[C:19]([C:22]4[CH:27]=[CH:26][CH:25]=[CH:24][CH:23]=4)[N:18]=3)=[N:12][N:11]=[C:9]12)[CH2:30][CH2:31][CH2:32][CH3:33]. The yield is 0.740.